From a dataset of Forward reaction prediction with 1.9M reactions from USPTO patents (1976-2016). Predict the product of the given reaction. (1) Given the reactants [CH3:1][O:2][C:3]([C:5]1([C:8]2[CH:13]=[CH:12][C:11](B3OC(C)(C)C(C)(C)O3)=[CH:10][CH:9]=2)[CH2:7][CH2:6]1)=[O:4].[C:23]([O:27][C:28](=[O:43])[NH:29][C:30]1[N:31]([C:36]2[CH:41]=[CH:40][C:39](Br)=[CH:38][CH:37]=2)[N:32]=[N:33][C:34]=1[CH3:35])([CH3:26])([CH3:25])[CH3:24].COC1C=CC=C(OC)C=1C1C=CC=CC=1P(C1CCCCC1)C1CCCCC1.P([O-])([O-])([O-])=O.[K+].[K+].[K+], predict the reaction product. The product is: [CH3:1][O:2][C:3]([C:5]1([C:8]2[CH:9]=[CH:10][C:11]([C:39]3[CH:40]=[CH:41][C:36]([N:31]4[C:30]([NH:29][C:28]([O:27][C:23]([CH3:25])([CH3:24])[CH3:26])=[O:43])=[C:34]([CH3:35])[N:33]=[N:32]4)=[CH:37][CH:38]=3)=[CH:12][CH:13]=2)[CH2:6][CH2:7]1)=[O:4]. (2) Given the reactants [NH2:1][C:2]1[CH:3]=[N:4][CH:5]=[CH:6][C:7]=1[CH:8]=O.[CH3:10][O:11][C:12]1[CH:17]=[CH:16][CH:15]=[CH:14][C:13]=1[CH2:18][CH2:19][C:20]#[N:21], predict the reaction product. The product is: [CH3:10][O:11][C:12]1[CH:17]=[CH:16][CH:15]=[CH:14][C:13]=1[CH2:18][C:19]1[C:20]([NH2:21])=[N:1][C:2]2[C:7]([CH:8]=1)=[CH:6][CH:5]=[N:4][CH:3]=2. (3) Given the reactants [NH:1]1[CH2:5][CH2:4][CH2:3][CH2:2]1.[OH-].[Na+].Br[CH2:9][CH:10]([CH3:13])[CH2:11][Cl:12], predict the reaction product. The product is: [Cl:12][CH2:11][CH:10]([CH3:13])[CH2:9][N:1]1[CH2:5][CH2:4][CH2:3][CH2:2]1. (4) The product is: [C:7]([C:9]1[C:17]2[C:12](=[CH:13][CH:14]=[C:15]([CH2:18][CH2:19][NH:20][C:21](=[O:35])[C:22]3[CH:27]=[CH:26][C:25]([C:28]4[CH:33]=[CH:32][N:31]=[C:30]([NH:6][CH:3]([CH2:4][OH:5])[CH2:2][OH:1])[N:29]=4)=[CH:24][CH:23]=3)[CH:16]=2)[NH:11][CH:10]=1)#[N:8]. Given the reactants [OH:1][CH2:2][CH:3]([NH2:6])[CH2:4][OH:5].[C:7]([C:9]1[C:17]2[C:12](=[CH:13][CH:14]=[C:15]([CH2:18][CH2:19][NH:20][C:21](=[O:35])[C:22]3[CH:27]=[CH:26][C:25]([C:28]4[CH:33]=[CH:32][N:31]=[C:30](Cl)[N:29]=4)=[CH:24][CH:23]=3)[CH:16]=2)[NH:11][CH:10]=1)#[N:8], predict the reaction product. (5) Given the reactants [O:1]1[C:5](=[O:6])[CH:4]=[CH:3][C:2]1=[O:7].[CH:8]1[CH2:14][CH:13]=[CH:12][CH:11]=[CH:10][CH:9]=1, predict the reaction product. The product is: [CH:9]12[CH:8]=[CH:14][CH:13]([CH:12]3[CH:10]1[CH2:11]3)[CH:4]1[CH:3]2[C:2](=[O:7])[O:1][C:5]1=[O:6].